This data is from Reaction yield outcomes from USPTO patents with 853,638 reactions. The task is: Predict the reaction yield, written as a fraction of the theoretical maximum amount of product (1.0 means a 100% yield; for example, 0.34 means a 34% yield). (1) The reactants are [C:1]([NH:5][S:6]([C:9]1[C:10]([C:15]2[CH:20]=[CH:19][C:18]([NH2:21])=[CH:17][CH:16]=2)=[CH:11][CH:12]=[CH:13][CH:14]=1)(=[O:8])=[O:7])([CH3:4])([CH3:3])[CH3:2].O.C1(C)C=CC(S(O)(=O)=O)=CC=1.[CH3:34][C:35]1([CH3:48])[O:47][C:39]2[C:40]([CH3:46])=[N:41][CH:42]=[C:43]([CH:44]=O)[C:38]=2[CH2:37][O:36]1.[BH4-].[Na+].[OH-].[Na+]. The catalyst is ClCCl.C1(C)C=CC=CC=1. The product is [C:1]([NH:5][S:6]([C:9]1[C:10]([C:15]2[CH:20]=[CH:19][C:18]([NH:21][CH2:44][C:43]3[CH:42]=[N:41][C:40]([CH3:46])=[C:39]4[O:47][C:35]([CH3:48])([CH3:34])[O:36][CH2:37][C:38]=34)=[CH:17][CH:16]=2)=[CH:11][CH:12]=[CH:13][CH:14]=1)(=[O:8])=[O:7])([CH3:4])([CH3:2])[CH3:3]. The yield is 0.240. (2) The reactants are [CH3:1][S:2][CH2:3][CH2:4][NH:5][C:6](=[O:12])[O:7][C:8]([CH3:11])([CH3:10])[CH3:9].C1C=C(Cl)C=C(C(OO)=[O:21])C=1.[OH2:24].C(=O)(O)[O-].[Na+]. The catalyst is O1CCCC1.C(OCC)(=O)C. The product is [CH3:1][S:2]([CH2:3][CH2:4][NH:5][C:6](=[O:12])[O:7][C:8]([CH3:9])([CH3:11])[CH3:10])(=[O:21])=[O:24]. The yield is 0.387. (3) The reactants are Br[C:2]1[CH:15]=[N:14][C:5]2[NH:6][C:7](=[O:13])[C:8]([CH3:12])([CH3:11])[NH:9][CH2:10][C:4]=2[CH:3]=1.[CH3:16][O:17][C:18]1[C:19]([O:31][CH2:32][CH2:33][CH3:34])=[C:20]([CH:28]=[CH:29][CH:30]=1)[CH2:21][N:22]([CH3:27])[C:23](=[O:26])[CH:24]=[CH2:25].C(N(C(C)C)C(C)C)C.CC1C=CC=CC=1P(C1C=CC=CC=1C)C1C=CC=CC=1C. The catalyst is C(#N)CC.CN(C=O)C.CCOCC.CCOC(C)=O.CC([O-])=O.CC([O-])=O.[Pd+2]. The product is [CH3:11][C:8]1([CH3:12])[C:7](=[O:13])[NH:6][C:5]2[N:14]=[CH:15][C:2](/[CH:25]=[CH:24]/[C:23]([N:22]([CH2:21][C:20]3[CH:28]=[CH:29][CH:30]=[C:18]([O:17][CH3:16])[C:19]=3[O:31][CH2:32][CH2:33][CH3:34])[CH3:27])=[O:26])=[CH:3][C:4]=2[CH2:10][NH:9]1. The yield is 0.600. (4) The reactants are C(OC(=O)[N:7]([C:28]1[CH:33]=[CH:32][C:31]([CH:34]=[CH:35][CH2:36][CH2:37][N:38]2[CH:42]=[CH:41][N:40]=[N:39]2)=[CH:30][CH:29]=1)[CH2:8][C:9]1[N:10]=[C:11]([CH:14]=[CH:15][C:16]2[CH:21]=[CH:20][C:19]([S:22]([C:24]([F:27])([F:26])[F:25])=[O:23])=[CH:18][CH:17]=2)[O:12][CH:13]=1)(C)(C)C.O.C(=O)([O-])[O-].[Na+].[Na+]. The catalyst is FC(F)(F)C(O)=O.ClCCl. The product is [N:38]1([CH2:37][CH2:36][CH:35]=[CH:34][C:31]2[CH:32]=[CH:33][C:28]([NH:7][CH2:8][C:9]3[N:10]=[C:11]([CH:14]=[CH:15][C:16]4[CH:17]=[CH:18][C:19]([S:22]([C:24]([F:26])([F:27])[F:25])=[O:23])=[CH:20][CH:21]=4)[O:12][CH:13]=3)=[CH:29][CH:30]=2)[CH:42]=[CH:41][N:40]=[N:39]1. The yield is 0.100. (5) The reactants are [CH:1]1([C:4]([NH2:6])=[O:5])[CH2:3][CH2:2]1.[Br:7][CH2:8][C:9](Br)=[O:10]. The catalyst is O1CCOCC1. The product is [Br:7][CH2:8][C:9]([NH:6][C:4]([CH:1]1[CH2:3][CH2:2]1)=[O:5])=[O:10]. The yield is 0.970. (6) The reactants are [Cl:1][C:2]1[CH:3]=[C:4]([CH:7]=[C:8]([OH:11])[C:9]=1[OH:10])[CH:5]=[O:6].[C:12]([O-])([O-])=O.[Cs+].[Cs+].O. The catalyst is CN(C=O)C. The product is [Cl:1][C:2]1[C:9]2[O:10][CH2:12][O:11][C:8]=2[CH:7]=[C:4]([CH:5]=[O:6])[CH:3]=1. The yield is 0.700.